From a dataset of Forward reaction prediction with 1.9M reactions from USPTO patents (1976-2016). Predict the product of the given reaction. (1) Given the reactants [CH2:1]([N:4]1[CH2:13][CH:12]2[C:14]3[CH:15]=[CH:16][C:17]([O:23][CH3:24])=[C:18]([O:21][CH3:22])[C:19]=3[O:20][C:10]3[C:11]2=[C:6]([CH:7]=[CH:8][CH:9]=3)[CH2:5]1)[CH:2]=[CH2:3], predict the reaction product. The product is: [CH2:1]([N:4]1[CH2:13][CH:12]2[C:14]3[CH:15]=[CH:16][C:17]([O:23][CH3:24])=[C:18]([O:21][CH3:22])[C:19]=3[O:20][C:10]3[C:11]2=[C:6]([CH:7]=[CH:8][CH:9]=3)[CH2:5]1)[CH2:2][CH3:3]. (2) Given the reactants [CH2:1]([O:8][C:9]([N:11]1[CH2:18][CH2:17][CH2:16][C@H:12]1[C:13](O)=[O:14])=[O:10])[C:2]1[CH:7]=[CH:6][CH:5]=[CH:4][CH:3]=1.C[N:20]1CCOCC1.ClC(OCC)=O.N, predict the reaction product. The product is: [CH2:1]([O:8][C:9]([N:11]1[CH2:18][CH2:17][CH2:16][C@H:12]1[C:13](=[O:14])[NH2:20])=[O:10])[C:2]1[CH:7]=[CH:6][CH:5]=[CH:4][CH:3]=1. (3) The product is: [CH2:1]([O:3][C:4]1[CH:5]=[C:6]([CH:9]=[CH:10][C:11]=1[N:19]1[CH:23]=[CH:22][N:21]=[CH:20]1)[CH:7]=[O:8])[CH3:2]. Given the reactants [CH2:1]([O:3][C:4]1[CH:5]=[C:6]([CH:9]=[CH:10][C:11]=1F)[CH:7]=[O:8])[CH3:2].C(=O)([O-])[O-].[K+].[K+].[NH:19]1[CH:23]=[CH:22][N:21]=[CH:20]1, predict the reaction product.